The task is: Predict the product of the given reaction.. This data is from Forward reaction prediction with 1.9M reactions from USPTO patents (1976-2016). (1) Given the reactants [NH2:1][C:2]1[C:3](/[CH:9]=[CH:10]/[C:11]([O:13]CCCC)=O)=[N:4][CH:5]=[C:6]([F:8])[CH:7]=1.C(N(CC)CC)C, predict the reaction product. The product is: [F:8][C:6]1[CH:7]=[C:2]2[C:3]([CH2:9][CH2:10][C:11](=[O:13])[NH:1]2)=[N:4][CH:5]=1. (2) Given the reactants [CH3:1][C:2]1([CH3:22])[O:6][C@H:5]([C@H:7]2[C@H:11]([C:12]([O:14]C)=[O:13])[O:10][C:9]([CH3:17])([CH3:16])[O:8]2)[C@@H:4]([C:18]([O:20]C)=[O:19])[O:3]1.[OH-].[Na+].Cl, predict the reaction product. The product is: [CH3:1][C:2]1([CH3:22])[O:6][C@H:5]([C@H:7]2[C@H:11]([C:12]([OH:14])=[O:13])[O:10][C:9]([CH3:16])([CH3:17])[O:8]2)[C@@H:4]([C:18]([OH:20])=[O:19])[O:3]1. (3) Given the reactants [CH3:1][O:2][C:3]1[CH:8]=[CH:7][N:6]=[C:5]2[NH:9][CH:10]=[CH:11][C:4]=12.[CH:12]([Mg]Cl)(C)[CH3:13].CC[C:19]1(CC)[C:25](=[O:26])[O:24][CH:23]([C:27]2C=CC=CC=2)[O:22][C:20]1=[O:21].[C:35]1([CH3:41])[CH:40]=[CH:39][CH:38]=[CH:37][CH:36]=1, predict the reaction product. The product is: [CH2:23]([O:24][C:25](=[O:26])[CH:19]([CH:41]([C:11]1[C:4]2[C:5](=[N:6][CH:7]=[CH:8][C:3]=2[O:2][CH3:1])[NH:9][CH:10]=1)[C:35]1[CH:40]=[CH:39][CH:38]=[CH:37][CH:36]=1)[C:20]([O:22][CH2:12][CH3:13])=[O:21])[CH3:27]. (4) Given the reactants [NH2:1][CH2:2][CH2:3][CH2:4][N:5]1[C:13]([CH2:14][C:15]2[C:23]([I:24])=[CH:22][C:18]3[O:19][CH2:20][O:21][C:17]=3[CH:16]=2)=[N:12][C:11]2[C:6]1=[N:7][C:8]([F:26])=[N:9][C:10]=2[NH2:25].[CH:27]1([C:30](Cl)=[O:31])[CH2:29][CH2:28]1.C(N(CC)CC)C, predict the reaction product. The product is: [NH2:25][C:10]1[N:9]=[C:8]([F:26])[N:7]=[C:6]2[C:11]=1[N:12]=[C:13]([CH2:14][C:15]1[C:23]([I:24])=[CH:22][C:18]3[O:19][CH2:20][O:21][C:17]=3[CH:16]=1)[N:5]2[CH2:4][CH2:3][CH2:2][NH:1][C:30]([CH:27]1[CH2:29][CH2:28]1)=[O:31]. (5) Given the reactants [CH3:1][C:2]1[CH:7]=[CH:6][C:5]([C:8]([C:19]2[CH:24]=[CH:23][CH:22]=[CH:21][CH:20]=2)=[C:9]2[CH2:14][C:13]([CH3:16])([CH3:15])[CH2:12][C:11]([CH3:18])([CH3:17])[CH2:10]2)=[CH:4][C:3]=1[O:25][CH2:26][CH2:27][CH2:28][C:29](O)=[O:30].CC(C[AlH]CC(C)C)C.O, predict the reaction product. The product is: [CH3:1][C:2]1[CH:7]=[CH:6][C:5]([C:8]([C:19]2[CH:24]=[CH:23][CH:22]=[CH:21][CH:20]=2)=[C:9]2[CH2:14][C:13]([CH3:15])([CH3:16])[CH2:12][C:11]([CH3:18])([CH3:17])[CH2:10]2)=[CH:4][C:3]=1[O:25][CH2:26][CH2:27][CH2:28][CH2:29][OH:30].